From a dataset of Forward reaction prediction with 1.9M reactions from USPTO patents (1976-2016). Predict the product of the given reaction. (1) Given the reactants [C:1]1([N:7]=[C:8]=[O:9])[CH:6]=[CH:5][CH:4]=[CH:3][CH:2]=1.[N:10]1[O:11][C:12]([NH2:18])=[C:13]2[CH2:17][CH2:16][CH2:15][C:14]=12, predict the reaction product. The product is: [N:10]1[O:11][C:12]([NH:18][C:8]([NH:7][C:1]2[CH:6]=[CH:5][CH:4]=[CH:3][CH:2]=2)=[O:9])=[C:13]2[CH2:17][CH2:16][CH2:15][C:14]=12. (2) Given the reactants [CH2:1]([O:8][C:9]1[N:18]=[C:17]([C:19]2[CH:20]=[C:21]3[C:25](=[CH:26][CH:27]=2)[N:24]([CH3:28])[CH:23]=[C:22]3[C:29]#[N:30])[C:16]([CH2:31][CH3:32])=[C:15]([O:33][CH2:34][C:35]2[CH:40]=[CH:39][CH:38]=[CH:37][CH:36]=2)[C:10]=1[C:11]([O:13][CH3:14])=[O:12])[C:2]1[CH:7]=[CH:6][CH:5]=[CH:4][CH:3]=1.[Li+].CC([N-]C(C)C)C.[Cl:49]C(Cl)(Cl)C(Cl)(Cl)Cl, predict the reaction product. The product is: [CH2:1]([O:8][C:9]1[N:18]=[C:17]([C:19]2[CH:20]=[C:21]3[C:25](=[CH:26][CH:27]=2)[N:24]([CH3:28])[C:23]([Cl:49])=[C:22]3[C:29]#[N:30])[C:16]([CH2:31][CH3:32])=[C:15]([O:33][CH2:34][C:35]2[CH:36]=[CH:37][CH:38]=[CH:39][CH:40]=2)[C:10]=1[C:11]([O:13][CH3:14])=[O:12])[C:2]1[CH:7]=[CH:6][CH:5]=[CH:4][CH:3]=1.